Dataset: Full USPTO retrosynthesis dataset with 1.9M reactions from patents (1976-2016). Task: Predict the reactants needed to synthesize the given product. (1) Given the product [Br:1][C:2]1[CH:16]=[CH:15][C:14]([F:17])=[CH:13][C:3]=1[O:4][C:5]1[CH:12]=[CH:11][C:8]([CH:9]=[N:19][OH:20])=[CH:7][CH:6]=1, predict the reactants needed to synthesize it. The reactants are: [Br:1][C:2]1[CH:16]=[CH:15][C:14]([F:17])=[CH:13][C:3]=1[O:4][C:5]1[CH:12]=[CH:11][C:8]([CH:9]=O)=[CH:7][CH:6]=1.Cl.[NH2:19][OH:20].C(=O)([O-])[O-].[Na+].[Na+]. (2) The reactants are: I[C:2]1[CH:3]=[CH:4][C:5]([O:9][CH2:10][CH2:11][N:12]2[CH2:16][CH2:15][CH2:14][CH2:13]2)=[C:6]([OH:8])[CH:7]=1.[Cl:17][C:18]1[CH:23]=[CH:22][C:21]([C:24]2[CH:25]=[CH:26][C:27]([C:30]#[CH:31])=[N:28][CH:29]=2)=[CH:20][CH:19]=1. Given the product [Cl:17][C:18]1[CH:19]=[CH:20][C:21]([C:24]2[CH:25]=[CH:26][C:27]([C:30]#[C:31][C:2]3[CH:3]=[CH:4][C:5]([O:9][CH2:10][CH2:11][N:12]4[CH2:16][CH2:15][CH2:14][CH2:13]4)=[C:6]([OH:8])[CH:7]=3)=[N:28][CH:29]=2)=[CH:22][CH:23]=1, predict the reactants needed to synthesize it.